From a dataset of Experimentally validated miRNA-target interactions with 360,000+ pairs, plus equal number of negative samples. Binary Classification. Given a miRNA mature sequence and a target amino acid sequence, predict their likelihood of interaction. The miRNA is mmu-miR-344e-3p with sequence GAUAUAACCAAAGCCUGACUAU. Result: 0 (no interaction). The protein sequence of the target gene is MLTRNSLYLLLWILFDGGLLTPLQPQPQQTLATEPKENVIHLSGRRSHFQRVKRGWVWNQFFVLEEYMGSEPQYVGKLHSDLDKGEGTVKYTLSGDGAGTVFTIDETTGDIHAIRSLDREEKPFYTLRAQAVDIETRKPLEPESEFIIKVQDINDNEPKFLDGPYVASVPEMSPVGAYVLQVKATDADDPTYGNSARVVYSILQGQPYFSIDPKTGVIRTALPNMDREVKEQYQVLIQAKDMGGQLGGLAGTTVVNITLTDVNDNPPRFPKSIFHLKVPESSPVGSAIGRIRAVDPDFGK....